Dataset: Reaction yield outcomes from USPTO patents with 853,638 reactions. Task: Predict the reaction yield, written as a fraction of the theoretical maximum amount of product (1.0 means a 100% yield; for example, 0.34 means a 34% yield). (1) The reactants are C(Cl)(=O)C(Cl)=O.CS(C)=O.[F:11][C:12]1[C:13]([NH:29][C:30]2[CH:35]=[CH:34][C:33]([I:36])=[CH:32][C:31]=2[F:37])=[C:14]([C:19]([N:21]2[CH2:24][C:23]([CH2:26][CH2:27][OH:28])([OH:25])[CH2:22]2)=[O:20])[CH:15]=[CH:16][C:17]=1[F:18].C(N(CC)CC)C. The catalyst is ClCCl. The product is [F:11][C:12]1[C:13]([NH:29][C:30]2[CH:35]=[CH:34][C:33]([I:36])=[CH:32][C:31]=2[F:37])=[C:14]([C:19]([N:21]2[CH2:24][C:23]([CH2:26][CH:27]=[O:28])([OH:25])[CH2:22]2)=[O:20])[CH:15]=[CH:16][C:17]=1[F:18]. The yield is 0.320. (2) The catalyst is O.O1CCCC1. The reactants are O.[OH-].[Li+].C[O:5][C:6]([C:8]1[O:9][C:10]([CH2:13][O:14][C:15]2[CH:20]=[CH:19][C:18]([C:21]3[CH:26]=[CH:25][CH:24]=[CH:23][CH:22]=3)=[CH:17][CH:16]=2)=[CH:11][CH:12]=1)=[O:7]. The yield is 0.840. The product is [C:18]1([C:21]2[CH:26]=[CH:25][CH:24]=[CH:23][CH:22]=2)[CH:17]=[CH:16][C:15]([O:14][CH2:13][C:10]2[O:9][C:8]([C:6]([OH:7])=[O:5])=[CH:12][CH:11]=2)=[CH:20][CH:19]=1. (3) The reactants are [OH:1][C:2]([CH3:35])([CH3:34])[CH2:3][C@@:4]1([C:28]2[CH:33]=[CH:32][CH:31]=[CH:30][CH:29]=2)[O:9][C:8](=[O:10])[N:7]([C@H:11]([C:13]2[CH:18]=[CH:17][C:16](B3OC(C)(C)C(C)(C)O3)=[CH:15][CH:14]=2)[CH3:12])[CH2:6][CH2:5]1.[CH2:36]([O:38][C:39]([C:41]1([C:44]2[CH:49]=[C:48](Br)[CH:47]=[CH:46][N:45]=2)[CH2:43][CH2:42]1)=[O:40])[CH3:37]. No catalyst specified. The product is [CH2:36]([O:38][C:39]([C:41]1([C:44]2[CH:49]=[C:48]([C:16]3[CH:15]=[CH:14][C:13]([C@@H:11]([N:7]4[CH2:6][CH2:5][C@:4]([CH2:3][C:2]([OH:1])([CH3:34])[CH3:35])([C:28]5[CH:33]=[CH:32][CH:31]=[CH:30][CH:29]=5)[O:9][C:8]4=[O:10])[CH3:12])=[CH:18][CH:17]=3)[CH:47]=[CH:46][N:45]=2)[CH2:43][CH2:42]1)=[O:40])[CH3:37]. The yield is 0.810. (4) The reactants are Br[C:2]1[CH:11]=[CH:10][C:5]([C:6]([O:8][CH3:9])=[O:7])=[C:4]([O:12][CH3:13])[CH:3]=1.[CH3:14][C:15]1([CH3:31])[C:19]([CH3:21])([CH3:20])[O:18][B:17]([B:17]2[O:18][C:19]([CH3:21])([CH3:20])[C:15]([CH3:31])([CH3:14])[O:16]2)[O:16]1.C([O-])(=O)C.[K+]. The catalyst is C1C=CC(P(C2C=CC=CC=2)[C-]2C=CC=C2)=CC=1.C1C=CC(P(C2C=CC=CC=2)[C-]2C=CC=C2)=CC=1.Cl[Pd]Cl.[Fe+2].O1CCOCC1. The product is [CH3:13][O:12][C:4]1[CH:3]=[C:2]([B:17]2[O:18][C:19]([CH3:21])([CH3:20])[C:15]([CH3:31])([CH3:14])[O:16]2)[CH:11]=[CH:10][C:5]=1[C:6]([O:8][CH3:9])=[O:7]. The yield is 0.880. (5) The reactants are [Cl:1][C:2]1[CH:3]=[CH:4][C:5]2[N:6]([C:8]([NH2:11])=[CH:9][N:10]=2)[N:7]=1.[Br:12][CH2:13][CH2:14][CH2:15][C:16](Cl)=[O:17].N1C=CC=CC=1. The catalyst is C1COCC1.CCOC(C)=O. The product is [Br:12][CH2:13][CH2:14][CH2:15][C:16]([NH:11][C:8]1[N:6]2[N:7]=[C:2]([Cl:1])[CH:3]=[CH:4][C:5]2=[N:10][CH:9]=1)=[O:17]. The yield is 0.740. (6) The yield is 0.670. The product is [CH3:33][N:31]([CH3:32])[C:30]([N:22]1[C:23]2[C:28](=[CH:27][C:26]([Cl:29])=[CH:25][CH:24]=2)[C:20]([C:18](=[O:19])[CH:17]=[C:16]([OH:35])[C:15]([OH:36])=[O:14])=[CH:21]1)=[O:34]. The reactants are C1(C([O:14][C:15](=[O:36])[C:16]([OH:35])=[CH:17][C:18]([C:20]2[C:28]3[C:23](=[CH:24][CH:25]=[C:26]([Cl:29])[CH:27]=3)[N:22]([C:30](=[O:34])[N:31]([CH3:33])[CH3:32])[CH:21]=2)=[O:19])C2C=CC=CC=2)C=CC=CC=1.FC(F)(F)C(O)=O. The catalyst is ClCCl.